From a dataset of Forward reaction prediction with 1.9M reactions from USPTO patents (1976-2016). Predict the product of the given reaction. (1) Given the reactants COC1C=C(OC)C=CC=1C[NH:6][S:7]([CH:10]([C:15]1[CH:20]=[CH:19][C:18]([Br:21])=[CH:17][CH:16]=1)[C:11]([OH:14])([CH3:13])[CH3:12])(=[O:9])=[O:8].FC(F)(F)C(O)=O.C1(C)C=CC=CC=1, predict the reaction product. The product is: [Br:21][C:18]1[CH:19]=[CH:20][C:15]([CH:10]([S:7]([NH2:6])(=[O:8])=[O:9])[C:11]([OH:14])([CH3:13])[CH3:12])=[CH:16][CH:17]=1. (2) Given the reactants [C:1]1([CH2:7][C:8]([O:10]C)=O)[CH:6]=[CH:5][CH:4]=[CH:3][CH:2]=1.[Na].[C:13]1([N:19]2[C:23]([NH2:24])=[C:22]([CH:25]=O)[N:21]=[N:20]2)[CH:18]=[CH:17][CH:16]=[CH:15][CH:14]=1.C[Si](C)(C)[N-][Si](C)(C)C.[K+].C(O)(=O)CC(CC(O)=O)(C(O)=O)O, predict the reaction product. The product is: [C:13]1([N:19]2[C:23]3[NH:24][C:8](=[O:10])[C:7]([C:1]4[CH:2]=[CH:3][CH:4]=[CH:5][CH:6]=4)=[CH:25][C:22]=3[N:21]=[N:20]2)[CH:14]=[CH:15][CH:16]=[CH:17][CH:18]=1. (3) Given the reactants [CH3:1][C:2]1[C:7]([O:8][CH2:9][C:10]([F:15])([F:14])[CH:11]([F:13])[F:12])=[CH:6][N:5]=[C:4]([CH:16]=O)[CH:3]=1.[CH3:18][C:19]([S@:22]([NH2:24])=[O:23])([CH3:21])[CH3:20], predict the reaction product. The product is: [CH3:18][C:19]([S@:22](/[N:24]=[CH:16]/[C:4]1[CH:3]=[C:2]([CH3:1])[C:7]([O:8][CH2:9][C:10]([F:15])([F:14])[CH:11]([F:13])[F:12])=[CH:6][N:5]=1)=[O:23])([CH3:21])[CH3:20]. (4) Given the reactants [Br:1][C:2]1[CH:3]=[N:4][N:5]([CH2:8][C:9]2([OH:17])[CH2:14][CH2:13][CH2:12][C:11]([CH3:16])([CH3:15])[CH2:10]2)[C:6]=1[CH3:7].[H-].[Na+].Br[CH2:21][CH:22]=[CH2:23], predict the reaction product. The product is: [CH2:23]([O:17][C:9]1([CH2:8][N:5]2[C:6]([CH3:7])=[C:2]([Br:1])[CH:3]=[N:4]2)[CH2:14][CH2:13][CH2:12][C:11]([CH3:15])([CH3:16])[CH2:10]1)[CH:22]=[CH2:21]. (5) Given the reactants Br[CH2:2][CH2:3][C:4]1[CH:9]=[CH:8][CH:7]=[C:6]([N+:10]([O-:12])=[O:11])[CH:5]=1.[N+](C1C=CC(CC[N:24]2[CH:29]3CC[CH:25]2[CH2:26][N:27]([C:32](=[O:45])[CH2:33][C:34]2[CH:39]=[CH:38][C:37]([N:40]4[CH:44]=[N:43][N:42]=[N:41]4)=[CH:36][CH:35]=2)[CH2:28]3)=CC=1)([O-])=O, predict the reaction product. The product is: [N+:10]([C:6]1[CH:5]=[C:4]([CH2:3][CH2:2][N:24]2[CH2:25][CH2:26][N:27]([C:32](=[O:45])[CH2:33][C:34]3[CH:35]=[CH:36][C:37]([N:40]4[CH:44]=[N:43][N:42]=[N:41]4)=[CH:38][CH:39]=3)[CH2:28][CH2:29]2)[CH:9]=[CH:8][CH:7]=1)([O-:12])=[O:11].